From a dataset of Reaction yield outcomes from USPTO patents with 853,638 reactions. Predict the reaction yield, written as a fraction of the theoretical maximum amount of product (1.0 means a 100% yield; for example, 0.34 means a 34% yield). The product is [CH3:13][O:12][C:11]1[C:2]([C:22]#[C:21][C:15]2[CH:20]=[CH:19][CH:18]=[CH:17][CH:16]=2)=[C:3]2[C:8](=[CH:9][CH:10]=1)[C:7](=[O:14])[CH2:6][CH2:5][CH2:4]2. The yield is 0.530. The reactants are Br[C:2]1[C:11]([O:12][CH3:13])=[CH:10][CH:9]=[C:8]2[C:3]=1[CH2:4][CH2:5][CH2:6][C:7]2=[O:14].[C:15]1([C:21]#[CH:22])[CH:20]=[CH:19][CH:18]=[CH:17][CH:16]=1.CN(C)C=O. The catalyst is C(N(CC)CC)C.